This data is from Reaction yield outcomes from USPTO patents with 853,638 reactions. The task is: Predict the reaction yield, written as a fraction of the theoretical maximum amount of product (1.0 means a 100% yield; for example, 0.34 means a 34% yield). (1) The reactants are [CH3:1][C@@:2]([O:7][CH2:8][CH2:9][CH2:10][CH:11]=[CH2:12])([CH:5]=[CH2:6])[CH2:3][OH:4].[C:13](Cl)(=[O:20])[C:14]1[CH:19]=[CH:18][CH:17]=[CH:16][CH:15]=1. The catalyst is C(Cl)Cl. The product is [C:13]([O:4][CH2:3][C@:2]([CH3:1])([O:7][CH2:8][CH2:9][CH2:10][CH:11]=[CH2:12])[CH:5]=[CH2:6])(=[O:20])[C:14]1[CH:19]=[CH:18][CH:17]=[CH:16][CH:15]=1. The yield is 0.310. (2) The reactants are FC(F)(F)[C:3](O)=[O:4].[NH2:8][C@@H:9]1[C:17]2[C:12](=[CH:13][CH:14]=[CH:15][CH:16]=2)[CH2:11][C@H:10]1[NH:18][C:19]([C:21]1[NH:25][C:24]2[C:26]([Cl:30])=[C:27]([Cl:29])[S:28][C:23]=2[CH:22]=1)=[O:20].C(O)=O.CCN(C(C)C)C(C)C.C1C=CC2N(O)N=NC=2C=1.CCN=C=NCCCN(C)C. The catalyst is C(Cl)Cl. The product is [Cl:29][C:27]1[S:28][C:23]2[CH:22]=[C:21]([C:19]([NH:18][C@@H:10]3[CH2:11][C:12]4[C:17](=[CH:16][CH:15]=[CH:14][CH:13]=4)[C@H:9]3[NH:8][CH:3]=[O:4])=[O:20])[NH:25][C:24]=2[C:26]=1[Cl:30]. The yield is 0.890. (3) The reactants are [CH3:1][N:2]1[C:7](=[O:8])[CH:6]=[C:5]([C:9]2[CH:14]=[CH:13][N:12]=[CH:11][N:10]=2)[N:4]=[C:3]1[N:15]1[CH2:20][CH2:19][NH:18][CH2:17][C@H:16]1[CH3:21].F[C:23]1[CH:30]=[CH:29][C:26]([C:27]#[N:28])=[CH:25][CH:24]=1.C(=O)([O-])[O-].[K+].[K+]. No catalyst specified. The product is [CH3:21][C@H:16]1[N:15]([C:3]2[N:2]([CH3:1])[C:7](=[O:8])[CH:6]=[C:5]([C:9]3[CH:14]=[CH:13][N:12]=[CH:11][N:10]=3)[N:4]=2)[CH2:20][CH2:19][N:18]([C:23]2[CH:30]=[CH:29][C:26]([C:27]#[N:28])=[CH:25][CH:24]=2)[CH2:17]1. The yield is 0.840. (4) The reactants are [F:1][C:2]([F:22])([F:21])[C:3]1[CH:4]=[C:5]([CH:14]=[C:15]([C:17]([F:20])([F:19])[F:18])[CH:16]=1)[CH2:6][N:7]1[C:11](=[O:12])[CH2:10][S:9][C:8]1=[O:13].C1(C)C=CC=CC=1.[Cl:30][C:31]1[CH:38]=[C:35]([CH:36]=O)[C:34]([OH:39])=[CH:33][CH:32]=1. The catalyst is N1CCCCC1.C(O)(=O)C.O. The product is [Cl:30][C:31]1[CH:32]=[CH:33][C:34]([OH:39])=[C:35]([CH:38]=1)[CH:36]=[C:10]1[S:9][C:8](=[O:13])[N:7]([CH2:6][C:5]2[CH:4]=[C:3]([C:2]([F:1])([F:21])[F:22])[CH:16]=[C:15]([C:17]([F:18])([F:19])[F:20])[CH:14]=2)[C:11]1=[O:12]. The yield is 0.620. (5) The reactants are [NH2:1][C:2]1[CH:7]=[CH:6][CH:5]=[CH:4][N:3]=1.C[Si]([N-][Si](C)(C)C)(C)C.[K+].Cl[CH2:19][C:20]1[C:21]([C:26]2[CH:31]=[CH:30][CH:29]=[CH:28][CH:27]=2)=[N:22][O:23][C:24]=1[CH3:25]. The catalyst is C1COCC1.C(OCC)(=O)C. The product is [CH3:25][C:24]1[O:23][N:22]=[C:21]([C:26]2[CH:27]=[CH:28][CH:29]=[CH:30][CH:31]=2)[C:20]=1[CH2:19][NH:1][C:2]1[CH:7]=[CH:6][CH:5]=[CH:4][N:3]=1. The yield is 0.180. (6) The reactants are Br[C:2]1[CH:3]=[C:4]([CH:11]=[C:12]([F:14])[CH:13]=1)[O:5][CH2:6][C:7]([CH3:10])([OH:9])[CH3:8].[CH3:15][C:16]1([CH3:32])[C:20]([CH3:22])([CH3:21])[O:19][B:18]([B:18]2[O:19][C:20]([CH3:22])([CH3:21])[C:16]([CH3:32])([CH3:15])[O:17]2)[O:17]1.C([O-])(=O)C.[K+]. The catalyst is O1CCOCC1. The product is [F:14][C:12]1[CH:11]=[C:4]([CH:3]=[C:2]([B:18]2[O:19][C:20]([CH3:22])([CH3:21])[C:16]([CH3:32])([CH3:15])[O:17]2)[CH:13]=1)[O:5][CH2:6][C:7]([CH3:10])([OH:9])[CH3:8]. The yield is 0.845.